From a dataset of Full USPTO retrosynthesis dataset with 1.9M reactions from patents (1976-2016). Predict the reactants needed to synthesize the given product. The reactants are: [Br:1][C:2]1[C:3]([CH3:12])=[C:4]([N+:9]([O-:11])=[O:10])[CH:5]=[CH:6][C:7]=1[CH3:8].N1CCCC1.[CH3:18][N:19]([CH:21]=O)[CH3:20].C[C:18]([N:19]([CH3:21])[CH3:20])=O. Given the product [Br:1][C:2]1[C:7]([CH3:8])=[CH:6][CH:5]=[C:4]([N+:9]([O-:11])=[O:10])[C:3]=1[CH:12]=[CH:18][N:19]([CH3:21])[CH3:20], predict the reactants needed to synthesize it.